From a dataset of Forward reaction prediction with 1.9M reactions from USPTO patents (1976-2016). Predict the product of the given reaction. (1) The product is: [CH2:1]([O:8][C:9]([N:11]1[CH2:15][C:14](=[O:16])[N:13]=[C:12]1[NH:17][CH2:21][C:20]1[CH:23]=[CH:24][C:25]([F:27])=[CH:26][C:19]=1[Cl:18])=[O:10])[C:2]1[CH:7]=[CH:6][CH:5]=[CH:4][CH:3]=1. Given the reactants [CH2:1]([O:8][C:9]([N:11]1[CH2:15][C:14](=[O:16])[N:13]=[C:12]1[NH2:17])=[O:10])[C:2]1[CH:7]=[CH:6][CH:5]=[CH:4][CH:3]=1.[Cl:18][C:19]1[CH:26]=[C:25]([F:27])[CH:24]=[CH:23][C:20]=1[CH2:21]Br.C([O-])([O-])=O.[K+].[K+], predict the reaction product. (2) Given the reactants [C:1](/[CH:3]=[CH:4]/[S:5]([C:8]1[CH:13]=[CH:12][C:11]([C:14]2([C:20]([OH:22])=O)[CH2:19][CH2:18][O:17][CH2:16][CH2:15]2)=[CH:10][CH:9]=1)(=[O:7])=[O:6])#[N:2].[Cl:23][C:24]1[CH:31]=[CH:30][C:27]([CH2:28][NH2:29])=[CH:26][CH:25]=1.ON1C2C=CC=CC=2N=N1.Cl.CN(C)CCCN=C=NCC.C(#N)C, predict the reaction product. The product is: [Cl:23][C:24]1[CH:31]=[CH:30][C:27]([CH2:28][NH:29][C:20]([C:14]2([C:11]3[CH:12]=[CH:13][C:8]([S:5](/[CH:4]=[CH:3]/[C:1]#[N:2])(=[O:7])=[O:6])=[CH:9][CH:10]=3)[CH2:19][CH2:18][O:17][CH2:16][CH2:15]2)=[O:22])=[CH:26][CH:25]=1. (3) Given the reactants [CH2:1]([O:8][C:9]1[CH:10]=[C:11]([SH:15])[CH:12]=[CH:13][CH:14]=1)[C:2]1[CH:7]=[CH:6][CH:5]=[CH:4][CH:3]=1.[Cl:16][C:17]1[CH:24]=[C:23](F)[CH:22]=[CH:21][C:18]=1[CH:19]=[O:20].C(=O)([O-])[O-].[K+].[K+].O, predict the reaction product. The product is: [CH2:1]([O:8][C:9]1[CH:10]=[C:11]([S:15][C:23]2[CH:22]=[CH:21][C:18]([CH:19]=[O:20])=[C:17]([Cl:16])[CH:24]=2)[CH:12]=[CH:13][CH:14]=1)[C:2]1[CH:3]=[CH:4][CH:5]=[CH:6][CH:7]=1. (4) Given the reactants [Br:1][C:2]1[CH:3]=[C:4]2[C:8](=[CH:9][CH:10]=1)[CH2:7][CH:6]([C:11](OCC)=[O:12])[CH2:5]2.BrC1C=C2C(=CC=1)C(=O)CC2.[H-].[H-].[H-].[H-].[Li+].[Al+3], predict the reaction product. The product is: [Br:1][C:2]1[CH:3]=[C:4]2[C:8](=[CH:9][CH:10]=1)[CH2:7][CH:6]([CH2:11][OH:12])[CH2:5]2. (5) Given the reactants NC(N)=O.[C:5]([O:9][C:10]([NH:12][CH2:13][CH2:14][NH:15][S:16]([C:19]1[C:24]([Cl:25])=[CH:23][CH:22]=[C:21]([NH2:26])[C:20]=1[OH:27])(=[O:18])=[O:17])=[O:11])([CH3:8])([CH3:7])[CH3:6].[Cl:28][C:29]1[C:34]([Cl:35])=[CH:33][CH:32]=[CH:31][C:30]=1[N:36]=[C:37]=[O:38], predict the reaction product. The product is: [C:5]([O:9][C:10]([NH:12][CH2:13][CH2:14][NH:15][S:16]([C:19]1[C:20]([OH:27])=[C:21]([NH:26][C:37]([NH:36][C:30]2[CH:31]=[CH:32][CH:33]=[C:34]([Cl:35])[C:29]=2[Cl:28])=[O:38])[CH:22]=[CH:23][C:24]=1[Cl:25])(=[O:18])=[O:17])=[O:11])([CH3:8])([CH3:6])[CH3:7].